From a dataset of Peptide-MHC class I binding affinity with 185,985 pairs from IEDB/IMGT. Regression. Given a peptide amino acid sequence and an MHC pseudo amino acid sequence, predict their binding affinity value. This is MHC class I binding data. The peptide sequence is RLFTKVKPL. The MHC is HLA-A02:03 with pseudo-sequence HLA-A02:03. The binding affinity (normalized) is 0.832.